From a dataset of Reaction yield outcomes from USPTO patents with 853,638 reactions. Predict the reaction yield, written as a fraction of the theoretical maximum amount of product (1.0 means a 100% yield; for example, 0.34 means a 34% yield). The reactants are [I:1][C:2]1[CH:3]=[C:4]([OH:8])[CH:5]=[CH:6][CH:7]=1.[CH:9](N(CC)C(C)C)(C)C.C[CH2:19][O:20]Cl. The catalyst is ClCCl. The product is [I:1][C:2]1[CH:7]=[CH:6][CH:5]=[C:4]([O:8][CH2:9][O:20][CH3:19])[CH:3]=1. The yield is 0.830.